This data is from Reaction yield outcomes from USPTO patents with 853,638 reactions. The task is: Predict the reaction yield, written as a fraction of the theoretical maximum amount of product (1.0 means a 100% yield; for example, 0.34 means a 34% yield). (1) The reactants are O[C:2]1[C:7]([CH3:8])=[C:6]([CH2:9][C:10]2[C:15]([CH3:16])=[CH:14][C:13]([CH3:17])=[CH:12][C:11]=2[CH3:18])[N:5]=[C:4]([CH3:19])[N:3]=1.O=P(Cl)(Cl)[Cl:22]. No catalyst specified. The product is [Cl:22][C:2]1[C:7]([CH3:8])=[C:6]([CH2:9][C:10]2[C:15]([CH3:16])=[CH:14][C:13]([CH3:17])=[CH:12][C:11]=2[CH3:18])[N:5]=[C:4]([CH3:19])[N:3]=1. The yield is 0.970. (2) The reactants are [CH2:1]([O:3][C:4]1[C:9]2[NH:10][C:11](=[O:13])[O:12][C:8]=2[CH:7]=[C:6]([CH2:14][OH:15])[CH:5]=1)[CH3:2]. The catalyst is ClCCl.C(O)C.O=[Mn]=O. The product is [CH2:1]([O:3][C:4]1[C:9]2[NH:10][C:11](=[O:13])[O:12][C:8]=2[CH:7]=[C:6]([CH:14]=[O:15])[CH:5]=1)[CH3:2]. The yield is 0.780. (3) The reactants are [NH:1]1[CH2:6][CH2:5][CH:4]([C:7]2[CH:12]=[CH:11][C:10]([NH:13][C:14]3[N:19]=[C:18]([CH2:20][CH2:21][C:22]4[C:23]([CH2:28][C:29]([NH2:31])=[O:30])=[N:24][CH:25]=[CH:26][N:27]=4)[C:17]([C:32]([F:35])([F:34])[F:33])=[CH:16][N:15]=3)=[CH:9][CH:8]=2)[CH2:3][CH2:2]1.C=O.[C:38](O[BH-](OC(=O)C)OC(=O)C)(=O)C.[Na+]. The catalyst is CO. The product is [CH3:38][N:1]1[CH2:2][CH2:3][CH:4]([C:7]2[CH:12]=[CH:11][C:10]([NH:13][C:14]3[N:19]=[C:18]([CH2:20][CH2:21][C:22]4[C:23]([CH2:28][C:29]([NH2:31])=[O:30])=[N:24][CH:25]=[CH:26][N:27]=4)[C:17]([C:32]([F:33])([F:35])[F:34])=[CH:16][N:15]=3)=[CH:9][CH:8]=2)[CH2:5][CH2:6]1. The yield is 0.770. (4) The reactants are [NH2:1][C:2]([C:5]1[CH:6]=[C:7]([CH:9]=[C:10]([C:12]([F:15])([F:14])[F:13])[CH:11]=1)[NH2:8])([CH3:4])[CH3:3].[C:16](O[C:16]([O:18][C:19]([CH3:22])([CH3:21])[CH3:20])=[O:17])([O:18][C:19]([CH3:22])([CH3:21])[CH3:20])=[O:17]. The catalyst is C(Cl)Cl. The product is [NH2:8][C:7]1[CH:6]=[C:5]([C:2]([NH:1][C:16](=[O:17])[O:18][C:19]([CH3:22])([CH3:21])[CH3:20])([CH3:4])[CH3:3])[CH:11]=[C:10]([C:12]([F:13])([F:14])[F:15])[CH:9]=1. The yield is 0.524. (5) The reactants are [Cl:1][C:2]1[CH:11]=[CH:10][CH:9]=[C:8]2[C:3]=1[CH2:4][C:5]([CH2:14][N:15](C)[C@@H:16]([CH2:20][CH:21]([CH3:23])[CH3:22])[C:17]([OH:19])=O)=[C:6]([CH:12]=[O:13])[O:7]2.[CH3:25][O:26][C:27](=[O:35])[C:28]1[CH:33]=[CH:32][C:31]([NH2:34])=[N:30][CH:29]=1.ON1C2C=CC=CC=2N=N1. The catalyst is C(Cl)Cl.O. The product is [CH3:25][O:26][C:27](=[O:35])[C:28]1[CH:33]=[CH:32][C:31]([NH:34][C:17](=[O:19])[C@@H:16]([N:15]2[CH2:14][C:5]3[CH2:4][C:3]4[C:2]([Cl:1])=[CH:11][CH:10]=[CH:9][C:8]=4[O:7][C:6]=3[C:12]2=[O:13])[CH2:20][CH:21]([CH3:22])[CH3:23])=[N:30][CH:29]=1. The yield is 0.0300.